Task: Predict the reactants needed to synthesize the given product.. Dataset: Full USPTO retrosynthesis dataset with 1.9M reactions from patents (1976-2016) (1) Given the product [CH3:24][N:23]1[C:22](=[O:25])[CH:21]=[C:20]([C:26]2[CH:31]=[CH:30][N:29]=[CH:28][CH:27]=2)[N:19]=[C:18]1[N:2]1[CH2:7][CH2:6][CH2:5][CH:4]([C:8]([NH:10][C:11]2[CH:16]=[CH:15][CH:14]=[CH:13][CH:12]=2)=[O:9])[CH2:3]1, predict the reactants needed to synthesize it. The reactants are: Cl.[NH:2]1[CH2:7][CH2:6][CH2:5][CH:4]([C:8]([NH:10][C:11]2[CH:16]=[CH:15][CH:14]=[CH:13][CH:12]=2)=[O:9])[CH2:3]1.Cl[C:18]1[N:23]([CH3:24])[C:22](=[O:25])[CH:21]=[C:20]([C:26]2[CH:31]=[CH:30][N:29]=[CH:28][CH:27]=2)[N:19]=1.C(N(CC)CC)C. (2) Given the product [CH3:1][O:2][C:3]1[CH:19]=[C:18]([O:20][CH3:21])[CH:17]=[CH:16][C:4]=1[CH:5]([NH2:14])[C:6]1[CH:11]=[CH:10][CH:9]=[CH:8][C:7]=1[O:12][CH3:13], predict the reactants needed to synthesize it. The reactants are: [CH3:1][O:2][C:3]1[CH:19]=[C:18]([O:20][CH3:21])[CH:17]=[CH:16][C:4]=1[C:5](=[N:14]O)[C:6]1[CH:11]=[CH:10][CH:9]=[CH:8][C:7]=1[O:12][CH3:13].N.C([O-])(=O)C.[NH4+]. (3) Given the product [O:25]=[S:4]1[CH2:5][CH2:6][N:1]([C:7]2[CH:8]=[CH:9][C:10]3[CH2:16][CH2:15][N:14]([C:17]([O:19][C:20]([CH3:21])([CH3:23])[CH3:22])=[O:18])[CH2:13][CH2:12][C:11]=3[N:24]=2)[CH2:2][CH2:3]1, predict the reactants needed to synthesize it. The reactants are: [N:1]1([C:7]2[CH:8]=[CH:9][C:10]3[CH2:16][CH2:15][N:14]([C:17]([O:19][C:20]([CH3:23])([CH3:22])[CH3:21])=[O:18])[CH2:13][CH2:12][C:11]=3[N:24]=2)[CH2:6][CH2:5][S:4][CH2:3][CH2:2]1.[OH2:25].